From a dataset of Full USPTO retrosynthesis dataset with 1.9M reactions from patents (1976-2016). Predict the reactants needed to synthesize the given product. (1) Given the product [Si:43]([O:32][CH2:31][CH:30]([OH:33])[CH2:29][O:28][C:3]1[CH:4]=[C:5]([Cl:27])[C:6]([C:8]2[N:12]=[C:11]([C:13]3[N:14]=[C:15]4[C:20]([Cl:21])=[CH:19][C:18]([C:22]([F:23])([F:24])[F:25])=[CH:17][N:16]4[CH:26]=3)[O:10][N:9]=2)=[CH:7][C:2]=1[Cl:1])([C:40]([CH3:42])([CH3:41])[CH3:39])([CH3:45])[CH3:44], predict the reactants needed to synthesize it. The reactants are: [Cl:1][C:2]1[CH:7]=[C:6]([C:8]2[N:12]=[C:11]([C:13]3[N:14]=[C:15]4[C:20]([Cl:21])=[CH:19][C:18]([C:22]([F:25])([F:24])[F:23])=[CH:17][N:16]4[CH:26]=3)[O:10][N:9]=2)[C:5]([Cl:27])=[CH:4][C:3]=1[O:28][CH2:29][CH:30]([OH:33])[CH2:31][OH:32].N1C=CN=C1.[CH3:39][C:40]([Si:43](Cl)([CH3:45])[CH3:44])([CH3:42])[CH3:41]. (2) Given the product [OH:26][C:23]([CH3:25])([CH3:24])[CH2:22][C@:13]1([C:16]2[CH:21]=[CH:20][CH:19]=[CH:18][CH:17]=2)[CH2:14][CH2:15][N:10]([C@H:8]([C:5]2[CH:6]=[CH:7][C:2]([B:31]3[O:32][C:33]([CH3:35])([CH3:34])[C:29]([CH3:45])([CH3:28])[O:30]3)=[CH:3][CH:4]=2)[CH3:9])[C:11](=[O:27])[NH:12]1, predict the reactants needed to synthesize it. The reactants are: Br[C:2]1[CH:7]=[CH:6][C:5]([C@@H:8]([N:10]2[CH2:15][CH2:14][C@:13]([CH2:22][C:23]([OH:26])([CH3:25])[CH3:24])([C:16]3[CH:21]=[CH:20][CH:19]=[CH:18][CH:17]=3)[NH:12][C:11]2=[O:27])[CH3:9])=[CH:4][CH:3]=1.[CH3:28][C:29]1([CH3:45])[C:33]([CH3:35])([CH3:34])[O:32][B:31]([B:31]2[O:32][C:33]([CH3:35])([CH3:34])[C:29]([CH3:45])([CH3:28])[O:30]2)[O:30]1.CC([O-])=O.[K+].